From a dataset of Reaction yield outcomes from USPTO patents with 853,638 reactions. Predict the reaction yield, written as a fraction of the theoretical maximum amount of product (1.0 means a 100% yield; for example, 0.34 means a 34% yield). (1) The yield is 0.460. The catalyst is O1CCCC1.CCCCC. The product is [I:17][C:6]1[N:2]([CH3:1])[N:3]=[C:4]([CH3:11])[C:5]=1[C:7]([O:9][CH3:10])=[O:8]. The reactants are [CH3:1][N:2]1[CH:6]=[C:5]([C:7]([O:9][CH3:10])=[O:8])[C:4]([CH3:11])=[N:3]1.[Li]CCCC.[I:17]I. (2) The reactants are Br[C:2]1[S:6][C:5]([C:7]2[N:11]3[N:12]=[C:13]([CH3:21])[CH:14]=[C:15]([CH:16]([CH2:19][CH3:20])[CH2:17][CH3:18])[C:10]3=[N:9][C:8]=2[CH3:22])=[C:4]([CH3:23])[CH:3]=1.C1[CH2:28][O:27][CH2:26]C1.C([Li])CCC.ICOC. The catalyst is CCOC(C)=O. The product is [CH2:17]([CH:16]([C:15]1[C:10]2[N:11]([C:7]([C:5]3[S:6][C:2]([CH2:26][O:27][CH3:28])=[CH:3][C:4]=3[CH3:23])=[C:8]([CH3:22])[N:9]=2)[N:12]=[C:13]([CH3:21])[CH:14]=1)[CH2:19][CH3:20])[CH3:18]. The yield is 0.440. (3) The reactants are [CH3:1][C:2]1[CH:3]=[C:4]([N:11]2[CH2:16][CH2:15][CH:14]([N:17]3[CH2:21][CH2:20][CH2:19][C@@H:18]3[CH3:22])[CH2:13][CH2:12]2)[CH:5]=[CH:6][C:7]=1[N+:8]([O-])=O. The catalyst is C(O)C.CCOC(C)=O.[Pd]. The product is [CH3:1][C:2]1[CH:3]=[C:4]([N:11]2[CH2:12][CH2:13][CH:14]([N:17]3[CH2:21][CH2:20][CH2:19][C@@H:18]3[CH3:22])[CH2:15][CH2:16]2)[CH:5]=[CH:6][C:7]=1[NH2:8]. The yield is 0.860. (4) The reactants are [NH2:1][C:2]1[CH:7]=[CH:6][C:5]([N:8]2[CH2:13][CH2:12][N:11]([C:14]([O:16][C:17]([CH3:20])([CH3:19])[CH3:18])=[O:15])[CH2:10][CH2:9]2)=[CH:4][CH:3]=1.[C:21](N1C=CN=C1)(N1C=CN=C1)=[S:22]. The catalyst is CN(C)C=O. The product is [N:1]([C:2]1[CH:7]=[CH:6][C:5]([N:8]2[CH2:13][CH2:12][N:11]([C:14]([O:16][C:17]([CH3:20])([CH3:19])[CH3:18])=[O:15])[CH2:10][CH2:9]2)=[CH:4][CH:3]=1)=[C:21]=[S:22]. The yield is 0.940.